The task is: Predict the reactants needed to synthesize the given product.. This data is from Full USPTO retrosynthesis dataset with 1.9M reactions from patents (1976-2016). The reactants are: ClC1C=CC(C2NC(C3C=CC([O:19]C)=CC=3OCC)=NC2CC(C)C)=CC=1.[Cl:28][C:29]1[CH:34]=[CH:33][C:32]([CH:35]2[N:39]([C:40]([N:42]3[CH2:47][CH2:46][N:45](C)[CH2:44][CH2:43]3)=[O:41])[C:38]([C:49]3[CH:54]=[CH:53][C:52]([O:55][CH3:56])=[CH:51][C:50]=3[O:57][CH2:58][CH3:59])=[N:37][CH:36]2[CH2:60][CH:61]2[CH2:65]CC[CH2:62]2)=[CH:31][CH:30]=1. Given the product [Cl:28][C:29]1[CH:30]=[CH:31][C:32]([CH:35]2[N:39]([C:40]([N:42]3[CH2:43][CH2:44][NH:45][C:46](=[O:19])[CH2:47]3)=[O:41])[C:38]([C:49]3[CH:54]=[CH:53][C:52]([O:55][CH3:56])=[CH:51][C:50]=3[O:57][CH2:58][CH3:59])=[N:37][CH:36]2[CH2:60][CH:61]([CH3:65])[CH3:62])=[CH:33][CH:34]=1, predict the reactants needed to synthesize it.